From a dataset of Full USPTO retrosynthesis dataset with 1.9M reactions from patents (1976-2016). Predict the reactants needed to synthesize the given product. (1) Given the product [C:9]([CH2:8][C:3]1([C:5]([OH:7])=[O:6])[CH2:2][C:1](=[O:13])[O:12][B:19]([C@@H:20]([NH:25][C:26](=[O:39])[CH2:27][NH:28][C:29](=[O:38])[C:30]2[CH:35]=[C:34]([Cl:36])[CH:33]=[CH:32][C:31]=2[Cl:37])[CH2:21][CH:22]([CH3:24])[CH3:23])[O:4]1)([OH:11])=[O:10], predict the reactants needed to synthesize it. The reactants are: [C:1]([OH:13])(=[O:12])[CH2:2][C:3]([CH2:8][C:9]([OH:11])=[O:10])([C:5]([OH:7])=[O:6])[OH:4].O1[B:19]([C@@H:20]([NH:25][C:26](=[O:39])[CH2:27][NH:28][C:29](=[O:38])[C:30]2[CH:35]=[C:34]([Cl:36])[CH:33]=[CH:32][C:31]=2[Cl:37])[CH2:21][CH:22]([CH3:24])[CH3:23])O[B:19]([C@@H:20]([NH:25][C:26](=[O:39])[CH2:27][NH:28][C:29](=[O:38])[C:30]2[CH:35]=[C:34]([Cl:36])[CH:33]=[CH:32][C:31]=2[Cl:37])[CH2:21][CH:22]([CH3:24])[CH3:23])O[B:19]1[C@@H:20]([NH:25][C:26](=[O:39])[CH2:27][NH:28][C:29](=[O:38])[C:30]1[CH:35]=[C:34]([Cl:36])[CH:33]=[CH:32][C:31]=1[Cl:37])[CH2:21][CH:22]([CH3:24])[CH3:23]. (2) Given the product [Br:14][CH2:9][CH2:8][CH2:7][CH2:6][CH2:5][CH:4]([CH2:11][CH2:12][CH3:13])[CH2:1][CH2:2][CH3:3], predict the reactants needed to synthesize it. The reactants are: [CH2:1]([CH:4]([CH2:11][CH2:12][CH3:13])[CH2:5][CH2:6][CH2:7][CH2:8][CH2:9]O)[CH2:2][CH3:3].[BrH:14].S(=O)(=O)(O)O.